This data is from Catalyst prediction with 721,799 reactions and 888 catalyst types from USPTO. The task is: Predict which catalyst facilitates the given reaction. (1) Reactant: Cl[CH:2](Cl)[O:3][C:4]1[CH:9]=[CH:8][CH:7]=[CH:6][CH:5]=1.[CH3:11][S:12]([NH2:15])(=[O:14])=[O:13].[C:16](=[O:19])([O-])O.[Na+]. Product: [CH3:11][S:12]([N:15]=[C:2]([O:19][C:16]1[CH:8]=[CH:9][CH:4]=[CH:5][CH:6]=1)[O:3][C:4]1[CH:9]=[CH:8][CH:7]=[CH:6][CH:5]=1)(=[O:14])=[O:13]. The catalyst class is: 10. (2) Reactant: Cl[C:2]1[C:3]2[S:10][C:9]([I:11])=[CH:8][C:4]=2[N:5]=[CH:6][N:7]=1.[CH2:12]([N:19]1[CH2:24][CH2:23][NH:22][CH2:21][CH2:20]1)[C:13]1[CH:18]=[CH:17][CH:16]=[CH:15][CH:14]=1. Product: [CH2:12]([N:19]1[CH2:24][CH2:23][N:22]([C:6]2[N:7]=[CH:2][C:3]3[S:10][C:9]([I:11])=[CH:8][C:4]=3[N:5]=2)[CH2:21][CH2:20]1)[C:13]1[CH:14]=[CH:15][CH:16]=[CH:17][CH:18]=1. The catalyst class is: 26. (3) Reactant: [F:1][C:2]([F:13])([F:12])[O:3][C:4]1[CH:5]=[C:6]([CH:9]=[CH:10][CH:11]=1)[CH:7]=O.C([O-])(=O)C.[NH4+:18].[N+:19]([CH2:22][CH2:23][CH2:24][C:25]([O:27]C)=O)([O-:21])=[O:20]. Product: [N+:19]([CH:22]1[CH:7]([C:6]2[CH:9]=[CH:10][CH:11]=[C:4]([O:3][C:2]([F:13])([F:12])[F:1])[CH:5]=2)[NH:18][C:25](=[O:27])[CH2:24][CH2:23]1)([O-:21])=[O:20]. The catalyst class is: 8. (4) The catalyst class is: 3. Reactant: [F:1][C:2]1[CH:23]=[CH:22][CH:21]=[C:20]([F:24])[C:3]=1[CH2:4][O:5][C:6]1[N:11]2[N:12]=[C:13]([CH3:18])[C:14]([C:15]([OH:17])=O)=[C:10]2[CH:9]=[C:8]([CH3:19])[CH:7]=1.[NH2:25][CH:26]([C:29]1[CH:34]=[CH:33][C:32]([Cl:35])=[CH:31][CH:30]=1)[C:27]#[N:28].CN(C(ON1N=NC2C=CC=NC1=2)=[N+](C)C)C.F[P-](F)(F)(F)(F)F.CN1CCOCC1. Product: [Cl:35][C:32]1[CH:31]=[CH:30][C:29]([CH:26]([C:27]#[N:28])[NH:25][C:15]([C:14]2[C:13]([CH3:18])=[N:12][N:11]3[C:6]([O:5][CH2:4][C:3]4[C:20]([F:24])=[CH:21][CH:22]=[CH:23][C:2]=4[F:1])=[CH:7][C:8]([CH3:19])=[CH:9][C:10]=23)=[O:17])=[CH:34][CH:33]=1. (5) Reactant: Br[C:2]1[CH:7]=[C:6]([F:8])[CH:5]=[C:4]([Cl:9])[CH:3]=1.C([Li])CCCCC.CCCCCC.[Cl:23][CH2:24][C:25]([CH2:27][Cl:28])=[O:26]. Product: [Cl:23][CH2:24][C:25]([C:2]1[CH:7]=[C:6]([F:8])[CH:5]=[C:4]([Cl:9])[CH:3]=1)([OH:26])[CH2:27][Cl:28]. The catalyst class is: 27. (6) Reactant: C(=O)([O-])[O-].[K+].[K+].[Br:7][C:8]1[CH:13]=[CH:12][C:11]([N+:14]([O-:16])=[O:15])=[C:10](F)[CH:9]=1.[F:18][C:19]1[CH:24]=[CH:23][C:22]([C:25](=[O:32])[CH2:26][C:27]([O:29][CH2:30][CH3:31])=[O:28])=[CH:21][CH:20]=1.Cl. Product: [Br:7][C:8]1[CH:13]=[CH:12][C:11]([N+:14]([O-:16])=[O:15])=[C:10]([C:26](=[C:25]([C:22]2[CH:23]=[CH:24][C:19]([F:18])=[CH:20][CH:21]=2)[OH:32])[C:27]([O:29][CH2:30][CH3:31])=[O:28])[CH:9]=1. The catalyst class is: 16. (7) Reactant: [N:1]1([C:7]([O:9][C:10]([CH3:13])([CH3:12])[CH3:11])=[O:8])[CH2:6][CH2:5][NH:4][CH2:3][CH2:2]1.C(N(CC)CC)C.[CH2:21]([O:25][C:26](Cl)=[O:27])[CH2:22][CH2:23][CH3:24]. Product: [C:10]([O:9][C:7]([N:1]1[CH2:6][CH2:5][N:4]([C:26]([O:25][CH2:21][CH2:22][CH2:23][CH3:24])=[O:27])[CH2:3][CH2:2]1)=[O:8])([CH3:13])([CH3:12])[CH3:11]. The catalyst class is: 4. (8) Reactant: [NH2:1][C:2]12[CH2:11][CH:6]3[CH2:7][CH:8]([CH2:10][CH:4]([CH2:5]3)[CH:3]1[OH:12])[CH2:9]2.C(N(CC)CC)C.[CH3:20][C:21]([O:24][C:25](O[C:25]([O:24][C:21]([CH3:23])([CH3:22])[CH3:20])=[O:26])=[O:26])([CH3:23])[CH3:22]. The catalyst class is: 4. Product: [C:21]([O:24][C:25](=[O:26])[NH:1][C:2]12[CH2:9][CH:8]3[CH2:7][CH:6]([CH2:5][CH:4]([CH2:10]3)[CH:3]1[OH:12])[CH2:11]2)([CH3:23])([CH3:22])[CH3:20]. (9) Reactant: [C:1]([C:3]1[CH:8]=[CH:7][C:6]([CH3:9])=[CH:5][N:4]=1)#[N:2].[Br:10]N1C(=O)CCC1=O.CC(N=NC(C#N)(C)C)(C#N)C. Product: [Br:10][CH2:9][C:6]1[CH:7]=[CH:8][C:3]([C:1]#[N:2])=[N:4][CH:5]=1. The catalyst class is: 22. (10) The catalyst class is: 9. Reactant: [NH:1]1[C:9]2[C:4](=[CH:5][C:6]([NH:10][C:11]3[C:12]4[C:19]5[CH2:20][CH2:21][CH:22]([C:24](O)=[O:25])[CH2:23][C:18]=5[S:17][C:13]=4[N:14]=[CH:15][N:16]=3)=[CH:7][CH:8]=2)[CH:3]=[N:2]1.C([NH2:29])=O.[O-]CC.[Na+]. Product: [NH:1]1[C:9]2[C:4](=[CH:5][C:6]([NH:10][C:11]3[C:12]4[C:19]5[CH2:20][CH2:21][CH:22]([C:24]([NH2:29])=[O:25])[CH2:23][C:18]=5[S:17][C:13]=4[N:14]=[CH:15][N:16]=3)=[CH:7][CH:8]=2)[CH:3]=[N:2]1.